The task is: Predict the reaction yield, written as a fraction of the theoretical maximum amount of product (1.0 means a 100% yield; for example, 0.34 means a 34% yield).. This data is from Reaction yield outcomes from USPTO patents with 853,638 reactions. (1) The reactants are [Br:1][C:2]1[CH:3]=[C:4]2[C:10](I)=[CH:9][N:8]([S:12]([C:15]3[CH:20]=[CH:19][C:18]([CH3:21])=[CH:17][CH:16]=3)(=[O:14])=[O:13])[C:5]2=[N:6][CH:7]=1.[CH3:22][O:23][C:24]1[CH:29]=[CH:28][CH:27]=[CH:26][C:25]=1B(O)O.C(#N)C.C([O-])([O-])=O.[Na+].[Na+]. The catalyst is CCOC(C)=O.Cl[Pd](Cl)([P](C1C=CC=CC=1)(C1C=CC=CC=1)C1C=CC=CC=1)[P](C1C=CC=CC=1)(C1C=CC=CC=1)C1C=CC=CC=1. The product is [Br:1][C:2]1[CH:3]=[C:4]2[C:10]([C:25]3[CH:26]=[CH:27][CH:28]=[CH:29][C:24]=3[O:23][CH3:22])=[CH:9][N:8]([S:12]([C:15]3[CH:20]=[CH:19][C:18]([CH3:21])=[CH:17][CH:16]=3)(=[O:14])=[O:13])[C:5]2=[N:6][CH:7]=1. The yield is 0.800. (2) The reactants are P(Cl)(=O)(O)O.[O:6]=[C:7]([CH2:9][N:10]([C:12](=[NH:14])[NH2:13])[CH3:11])[OH:8].[CH2:15](O)[CH3:16]. No catalyst specified. The product is [CH2:15]([O:6][C:7](=[O:8])[CH2:9][N:10]([C:12]([NH2:13])=[NH:14])[CH3:11])[CH3:16]. The yield is 0.730. (3) The reactants are [C:1]([C:5]1[CH:6]=[C:7]([B:13]2[O:17][C:16]([CH3:19])([CH3:18])[C:15]([CH3:21])([CH3:20])[O:14]2)[CH:8]=[C:9]([O:11]C)[CH:10]=1)([CH3:4])([CH3:3])[CH3:2].B(Br)(Br)Br. The catalyst is C(Cl)Cl. The product is [C:1]([C:5]1[CH:10]=[C:9]([OH:11])[CH:8]=[C:7]([B:13]2[O:14][C:15]([CH3:21])([CH3:20])[C:16]([CH3:19])([CH3:18])[O:17]2)[CH:6]=1)([CH3:4])([CH3:2])[CH3:3]. The yield is 0.800. (4) The reactants are C([O:8][C:9]1[CH:14]=[C:13]([O:15]CC2C=CC=CC=2)[C:12]([C:23]([CH3:25])=[CH2:24])=[CH:11][C:10]=1[C:26]([N:28]1[CH2:36][C:35]2[C:30](=[CH:31][CH:32]=[C:33]([CH2:37][N:38]3[CH2:43][CH2:42][N:41]([CH3:44])[CH2:40][CH2:39]3)[CH:34]=2)[CH2:29]1)=[O:27])C1C=CC=CC=1.N#N.C([O-])([O-])=O.[K+].[K+]. The catalyst is C(O)(C)C.O. The product is [OH:8][C:9]1[CH:14]=[C:13]([OH:15])[C:12]([CH:23]([CH3:24])[CH3:25])=[CH:11][C:10]=1[C:26]([N:28]1[CH2:36][C:35]2[C:30](=[CH:31][CH:32]=[C:33]([CH2:37][N:38]3[CH2:43][CH2:42][N:41]([CH3:44])[CH2:40][CH2:39]3)[CH:34]=2)[CH2:29]1)=[O:27]. The yield is 0.940. (5) The reactants are [NH2:1][C:2]1[CH:3]=[C:4]([CH:9]([NH:15][C:16]2[CH:21]=[CH:20][C:19]([C:22]#[N:23])=[CH:18][CH:17]=2)[C:10]([O:12][CH2:13][CH3:14])=[O:11])[CH:5]=[C:6]([CH3:8])[CH:7]=1.Cl[C:25]1[N:30]=[CH:29][CH:28]=[CH:27][N:26]=1.C(N(C(C)C)CC)(C)C.[N:40]12[CH2:50][CH2:49][CH2:48][N:47]=[C:46]1[CH2:45][CH2:44][CH2:43][CH2:42][CH2:41]2. The catalyst is C1COCC1. The product is [C:22]([C:19]1[CH:18]=[CH:17][C:16]([NH:15][CH:9]([C:4]2[CH:3]=[C:2]([N:1]=[C:46]3[CH2:45][CH2:44][CH2:43][CH2:42][CH2:41][N:40]3[CH2:50][CH2:49][CH2:48][NH:47][C:25]3[N:30]=[CH:29][CH:28]=[CH:27][N:26]=3)[CH:7]=[C:6]([CH3:8])[CH:5]=2)[C:10]([O:12][CH2:13][CH3:14])=[O:11])=[CH:21][CH:20]=1)#[N:23]. The yield is 0.230. (6) The reactants are [C:1]12([CH2:11][C:12]([OH:14])=O)[CH2:10][CH:5]3[CH2:6][CH:7]([CH2:9][CH:3]([CH2:4]3)[CH2:2]1)[CH2:8]2.CN(C=O)C.C(Cl)(=O)C([Cl:23])=O. The catalyst is C(OCC)(=O)C. The product is [C:1]12([CH2:11][C:12]([Cl:23])=[O:14])[CH2:10][CH:5]3[CH2:6][CH:7]([CH2:9][CH:3]([CH2:4]3)[CH2:2]1)[CH2:8]2. The yield is 0.990. (7) The reactants are [N:1]1[CH:6]=[CH:5][CH:4]=[CH:3][C:2]=1[C:7]1[NH:8][C:9]([C:12]2[CH:13]=[N:14][NH:15][C:16]=2[NH2:17])=[CH:10][N:11]=1.[CH2:18]([CH:20]([C:26](=O)[CH3:27])[C:21](OCC)=[O:22])[CH3:19]. The catalyst is CC(O)=O. The product is [CH2:26]([C:20]1[C:21](=[O:22])[N:15]2[N:14]=[CH:13][C:12]([C:9]3[NH:8][C:7]([C:2]4[CH:3]=[CH:4][CH:5]=[CH:6][N:1]=4)=[N:11][CH:10]=3)=[C:16]2[NH:17][C:18]=1[CH3:19])[CH3:27]. The yield is 0.0500. (8) No catalyst specified. The product is [CH2:39]([O:38][C:7]1[C:6]2[C:11](=[CH:12][CH:13]=[C:4]([C:2]3[S:3][C:44]([C:45]([O:47][CH2:48][CH3:49])=[O:46])=[C:51]([CH3:52])[N:1]=3)[CH:5]=2)[C:10](=[O:14])[N:9]([CH2:15][CH:16]([CH3:17])[CH3:18])[C:8]=1[CH2:19][NH:20][C:21]([O:22][CH2:23][CH:24]1[C:25]2[CH:26]=[CH:27][CH:28]=[CH:29][C:30]=2[C:31]2[C:36]1=[CH:35][CH:34]=[CH:33][CH:32]=2)=[O:37])[CH2:40][CH2:41][CH3:42]. The yield is 0.653. The reactants are [NH2:1][C:2]([C:4]1[CH:5]=[C:6]2[C:11](=[CH:12][CH:13]=1)[C:10](=[O:14])[N:9]([CH2:15][CH:16]([CH3:18])[CH3:17])[C:8]([CH2:19][NH:20][C:21](=[O:37])[O:22][CH2:23][CH:24]1[C:36]3[CH:35]=[CH:34][CH:33]=[CH:32][C:31]=3[C:30]3[C:25]1=[CH:26][CH:27]=[CH:28][CH:29]=3)=[C:7]2[O:38][CH2:39][CH2:40][CH2:41][CH3:42])=[S:3].Cl[CH2:44][C:45]([O:47][CH2:48][CH3:49])=[O:46].O.[CH2:51](O)[CH3:52]. (9) The reactants are [Cl:1][C:2]1[CH:7]=[C:6]([OH:8])[CH:5]=[CH:4][C:3]=1[NH:9][C:10](=[O:18])OC1C=CC=CC=1.[CH:19]1([NH2:22])[CH2:21][CH2:20]1.O.Cl. The catalyst is CN(C)C=O.C(OCC)(=O)C. The product is [Cl:1][C:2]1[CH:7]=[C:6]([OH:8])[CH:5]=[CH:4][C:3]=1[NH:9][C:10]([NH:22][CH:19]1[CH2:21][CH2:20]1)=[O:18]. The yield is 0.770.